This data is from Forward reaction prediction with 1.9M reactions from USPTO patents (1976-2016). The task is: Predict the product of the given reaction. (1) Given the reactants [C:9](O[C:9]([O:11][C:12]([CH3:15])([CH3:14])[CH3:13])=[O:10])([O:11][C:12]([CH3:15])([CH3:14])[CH3:13])=[O:10].[Br:16][C:17]1[CH:23]=[C:22]([F:24])[C:21]([Cl:25])=[CH:20][C:18]=1[NH2:19], predict the reaction product. The product is: [C:12]([O:11][C:9]([N:19]([C:9]([O:11][C:12]([CH3:13])([CH3:14])[CH3:15])=[O:10])[C:18]1[CH:20]=[C:21]([Cl:25])[C:22]([F:24])=[CH:23][C:17]=1[Br:16])=[O:10])([CH3:15])([CH3:14])[CH3:13]. (2) The product is: [Br:1][C:2]1[CH:8]=[CH:7][CH:6]=[CH:5][C:3]=1[NH:4][C:11]1[CH:12]=[CH:13][CH:14]=[CH:15][C:10]=1[Br:9]. Given the reactants [Br:1][C:2]1[CH:8]=[CH:7][CH:6]=[CH:5][C:3]=1[NH2:4].[Br:9][C:10]1[CH:15]=[CH:14][CH:13]=[CH:12][C:11]=1I.C1C=CC(P(C2C(OC3C(P(C4C=CC=CC=4)C4C=CC=CC=4)=CC=CC=3)=CC=CC=2)C2C=CC=CC=2)=CC=1.CC([O-])(C)C.[Na+], predict the reaction product. (3) Given the reactants [CH3:1][O:2][C:3]1[CH:4]=[C:5]([C:11]([C:15]2[CH:20]=[CH:19][CH:18]=[C:17]([N+:21]([O-])=O)[CH:16]=2)=[CH:12][C:13]#[N:14])[CH:6]=[CH:7][C:8]=1[O:9][CH3:10].[H][H], predict the reaction product. The product is: [NH2:21][C:17]1[CH:16]=[C:15]([C:11]([C:5]2[CH:6]=[CH:7][C:8]([O:9][CH3:10])=[C:3]([O:2][CH3:1])[CH:4]=2)=[CH:12][C:13]#[N:14])[CH:20]=[CH:19][CH:18]=1.